Dataset: Reaction yield outcomes from USPTO patents with 853,638 reactions. Task: Predict the reaction yield, written as a fraction of the theoretical maximum amount of product (1.0 means a 100% yield; for example, 0.34 means a 34% yield). (1) The reactants are [CH2:1]([N:3]1[CH2:11][C:10]2[C:5](=[CH:6][CH:7]=[C:8]([N+:12]([O-])=O)[CH:9]=2)[C:4]1=[O:15])[CH3:2].C([O-])=O.[NH4+]. The catalyst is CN(C=O)C.[Pd]. The product is [NH2:12][C:8]1[CH:9]=[C:10]2[C:5](=[CH:6][CH:7]=1)[C:4](=[O:15])[N:3]([CH2:1][CH3:2])[CH2:11]2. The yield is 0.980. (2) The catalyst is C1(C)C=CC=CC=1. The reactants are C[C:2]1([CH3:9])[O:6][C@H:5]([CH2:7][OH:8])[CH2:4][O:3]1.[OH-].[K+].[CH2:12](Br)[CH2:13][CH2:14][CH2:15][CH2:16][CH2:17][CH2:18][CH2:19][CH2:20][CH2:21][CH2:22][CH2:23][CH2:24][CH2:25]CC.O. The yield is 0.820. The product is [CH2:2]([O:3][CH2:4][CH:5]([CH2:7][OH:8])[OH:6])[CH2:9][CH2:25][CH2:24][CH2:23][CH2:22][CH2:21][CH2:20][CH2:19][CH2:18][CH2:17][CH2:16][CH2:15][CH2:14][CH2:13][CH3:12]. (3) The reactants are [Cl:1][C:2]([Cl:11])([Cl:10])[C:3]([C:5]1[NH:6][CH:7]=[CH:8][CH:9]=1)=[O:4].[N+:12]([O-:15])(O)=[O:13].[CH:16](O)(C)C. The catalyst is C(OC(=O)C)(=O)C. The product is [N+:12]([C:8]1[CH:9]=[C:5]([C:3](=[O:4])[C:2]([Cl:1])([Cl:10])[Cl:11])[N:6]([CH3:16])[CH:7]=1)([O-:15])=[O:13]. The yield is 0.540. (4) The reactants are [OH-].[Na+].[OH:3][CH2:4][CH2:5][CH2:6][CH2:7][O:8][C:9]1[CH:14]=[CH:13][C:12]([C:15]2[CH:20]=[CH:19][C:18]([C:21]([O:23]CC)=[O:22])=[CH:17][CH:16]=2)=[CH:11][C:10]=1[C:26]1[CH:35]=[CH:34][C:33]2[C:32]([CH3:37])([CH3:36])[CH2:31][CH2:30][C:29]([CH3:39])([CH3:38])[C:28]=2[CH:27]=1.Cl. The catalyst is O1CCCC1. The product is [OH:3][CH2:4][CH2:5][CH2:6][CH2:7][O:8][C:9]1[CH:14]=[CH:13][C:12]([C:15]2[CH:20]=[CH:19][C:18]([C:21]([OH:23])=[O:22])=[CH:17][CH:16]=2)=[CH:11][C:10]=1[C:26]1[CH:35]=[CH:34][C:33]2[C:32]([CH3:37])([CH3:36])[CH2:31][CH2:30][C:29]([CH3:39])([CH3:38])[C:28]=2[CH:27]=1. The yield is 0.900. (5) The reactants are [OH-].[K+].[N:3]1[CH:8]=[CH:7][C:6]([CH:9]=[O:10])=[CH:5][CH:4]=1.[N+:11]([CH2:13][C:14]([N:16]1[CH2:21][CH2:20][N:19]([CH3:22])[CH2:18][CH2:17]1)=[O:15])#[C-:12]. The catalyst is CO. The product is [N:3]1[CH:8]=[CH:7][C:6]([C@@H:9]2[O:10][CH:12]=[N:11][C@H:13]2[C:14]([N:16]2[CH2:17][CH2:18][N:19]([CH3:22])[CH2:20][CH2:21]2)=[O:15])=[CH:5][CH:4]=1. The yield is 0.780. (6) The reactants are C([O:4][CH2:5][C:6]1[C:7]([N:30]2[CH2:42][CH2:41][N:33]3[C:34]4[CH2:35][CH2:36][CH2:37][CH2:38][C:39]=4[CH:40]=[C:32]3[C:31]2=[O:43])=[N:8][CH:9]=[CH:10][C:11]=1[C:12]1[CH:17]=[C:16]([NH:18][C:19]2[CH:27]=[C:22]3[CH2:23][NH:24][CH2:25][CH2:26][N:21]3[N:20]=2)[C:15](=[O:28])[N:14]([CH3:29])[CH:13]=1)(=O)C.[OH-].[Li+]. The catalyst is C(O)(C)C.C1COCC1.O. The product is [OH:4][CH2:5][C:6]1[C:7]([N:30]2[CH2:42][CH2:41][N:33]3[C:34]4[CH2:35][CH2:36][CH2:37][CH2:38][C:39]=4[CH:40]=[C:32]3[C:31]2=[O:43])=[N:8][CH:9]=[CH:10][C:11]=1[C:12]1[CH:17]=[C:16]([NH:18][C:19]2[CH:27]=[C:22]3[CH2:23][NH:24][CH2:25][CH2:26][N:21]3[N:20]=2)[C:15](=[O:28])[N:14]([CH3:29])[CH:13]=1. The yield is 0.460. (7) The reactants are [CH3:1][O:2][C:3](=[O:24])[CH:4]([C:11]1[CH:16]=[CH:15][C:14]([S:17]([CH3:20])(=[O:19])=[O:18])=[C:13]([N+:21]([O-])=O)[CH:12]=1)[CH2:5][CH:6]1[CH2:10][CH2:9][CH2:8][CH2:7]1.[Cl-].[NH4+]. The catalyst is CO.O.[Zn]. The product is [CH3:1][O:2][C:3](=[O:24])[CH:4]([C:11]1[CH:16]=[CH:15][C:14]([S:17]([CH3:20])(=[O:18])=[O:19])=[C:13]([NH2:21])[CH:12]=1)[CH2:5][CH:6]1[CH2:7][CH2:8][CH2:9][CH2:10]1. The yield is 0.980. (8) The reactants are [Br:1][C:2]1[C:3]([N:17]2[CH2:22][CH2:21][CH2:20][C@@H:19]([NH:23]C(=O)OC(C)(C)C)[CH2:18]2)=[C:4]2[C:10]([NH:11][C:12](=[O:16])[CH2:13][C:14]#[N:15])=[CH:9][NH:8][C:5]2=[N:6][CH:7]=1.C(O)(C(F)(F)F)=O.C(Cl)[Cl:39]. No catalyst specified. The product is [ClH:39].[NH2:23][C@@H:19]1[CH2:20][CH2:21][CH2:22][N:17]([C:3]2[C:2]([Br:1])=[CH:7][N:6]=[C:5]3[NH:8][CH:9]=[C:10]([NH:11][C:12](=[O:16])[CH2:13][C:14]#[N:15])[C:4]=23)[CH2:18]1. The yield is 0.740. (9) The reactants are [O:1]=[C:2]1[CH:7]=[CH:6][N:5]([C:8]2[CH:13]=[CH:12][CH:11]=[C:10]([C:14]([F:17])([F:16])[F:15])[CH:9]=2)[N:4]=[C:3]1[C:18]([NH2:20])=[O:19].CO[CH:23](OC)[N:24]([CH3:26])[CH3:25]. No catalyst specified. The product is [CH3:23][N:24]([CH:26]=[N:20][C:18]([C:3]1[C:2](=[O:1])[CH:7]=[CH:6][N:5]([C:8]2[CH:13]=[CH:12][CH:11]=[C:10]([C:14]([F:17])([F:16])[F:15])[CH:9]=2)[N:4]=1)=[O:19])[CH3:25]. The yield is 0.760.